From a dataset of Forward reaction prediction with 1.9M reactions from USPTO patents (1976-2016). Predict the product of the given reaction. (1) Given the reactants CC1(C)[O:6][C:5](=[CH:7][C:8]([N:10]([CH2:12][C:13]2[CH:18]=[CH:17][CH:16]=[CH:15][C:14]=2[CH2:19][C:20]2[CH:25]=[CH:24][C:23]([F:26])=[CH:22][CH:21]=2)[CH3:11])=[O:9])[C:4](=[O:27])[O:3]1.N#N, predict the reaction product. The product is: [F:26][C:23]1[CH:22]=[CH:21][C:20]([CH2:19][C:14]2[CH:15]=[CH:16][CH:17]=[CH:18][C:13]=2[CH2:12][N:10]([CH3:11])[C:8]([CH:7]=[C:5]([OH:6])[C:4]([OH:27])=[O:3])=[O:9])=[CH:25][CH:24]=1. (2) Given the reactants I[C:2]1[C:3]([CH3:12])=[N:4][N:5]([CH2:7][C:8]([CH3:11])([OH:10])[CH3:9])[CH:6]=1.C1COCC1.C([Mg]Cl)(C)C.CO[B:25]1[O:29][C:28]([CH3:31])([CH3:30])[C:27]([CH3:33])([CH3:32])[O:26]1.[NH4+].[Cl-], predict the reaction product. The product is: [CH3:9][C:8]([OH:10])([CH3:11])[CH2:7][N:5]1[CH:6]=[C:2]([B:25]2[O:29][C:28]([CH3:31])([CH3:30])[C:27]([CH3:33])([CH3:32])[O:26]2)[C:3]([CH3:12])=[N:4]1. (3) Given the reactants [C:1]1(C2C=CC=CC=2)[CH:6]=[CH:5][CH:4]=[CH:3][C:2]=1[NH:7][C:8]([O:10][CH:11]1[CH2:16][CH2:15][N:14]([CH2:17][CH2:18][C:19]([OH:21])=O)[CH2:13][CH2:12]1)=[O:9].[C:36]1(P(N=[N+]=[N-])([C:36]2[CH:41]=[CH:40][CH:39]=[CH:38][CH:37]=2)=O)[CH:41]=[CH:40][CH:39]=[CH:38][CH:37]=1.C(OC([NH:52][CH2:53][CH2:54][CH2:55][CH2:56][CH2:57][NH2:58])=O)(C)(C)C.CCN(C(C)C)C(C)C.Cl, predict the reaction product. The product is: [NH2:52][CH2:53][CH2:54][CH2:55][CH2:56][CH2:57][NH:58][C:19]([CH2:18][CH2:17][N:14]1[CH2:13][CH2:12][CH:11]([O:10][C:8](=[O:9])[NH:7][C:2]2[CH:3]=[CH:4][CH:5]=[CH:6][C:1]=2[C:36]2[CH:37]=[CH:38][CH:39]=[CH:40][CH:41]=2)[CH2:16][CH2:15]1)=[O:21].